This data is from Reaction yield outcomes from USPTO patents with 853,638 reactions. The task is: Predict the reaction yield, written as a fraction of the theoretical maximum amount of product (1.0 means a 100% yield; for example, 0.34 means a 34% yield). (1) The reactants are [NH2:1][CH:2]([C:8]#[N:9])[C:3]([O:5][CH2:6][CH3:7])=[O:4].C([O-])(O)=O.[Na+].[C:15](Cl)(=[O:22])[C:16]1[CH:21]=[CH:20][CH:19]=[CH:18][CH:17]=1. The catalyst is C(Cl)Cl.O. The product is [C:15]([NH:1][CH:2]([C:8]#[N:9])[C:3]([O:5][CH2:6][CH3:7])=[O:4])(=[O:22])[C:16]1[CH:21]=[CH:20][CH:19]=[CH:18][CH:17]=1. The yield is 0.220. (2) The reactants are [F:1][C:2]1([F:18])[C:10]2[C:5](=[CH:6][CH:7]=[CH:8][C:9]=2[C:11](=[O:16])C(F)(F)F)[NH:4][C:3]1=[O:17].FC1(F)C2C(C=O)=CC=CC=2NC1=O. No catalyst specified. The product is [F:18][C:2]1([F:1])[C:10]2[C:5](=[CH:6][CH:7]=[CH:8][C:9]=2[CH2:11][OH:16])[NH:4][C:3]1=[O:17]. The yield is 0.630. (3) The reactants are [Cl:1][C:2]1[CH:7]=[C:6]([Cl:8])[CH:5]=[CH:4][C:3]=1[C:9]1[N:10]=[C:11](/[CH:14]=[CH:15]/[C:16]2[CH:21]=[CH:20][C:19]([O:22][CH3:23])=[CH:18][CH:17]=2)[NH:12][CH:13]=1.[CH2:24](Br)[CH3:25]. No catalyst specified. The product is [Cl:1][C:2]1[CH:7]=[C:6]([Cl:8])[CH:5]=[CH:4][C:3]=1[C:9]1[N:10]=[C:11](/[CH:14]=[CH:15]/[C:16]2[CH:17]=[CH:18][C:19]([O:22][CH3:23])=[CH:20][CH:21]=2)[N:12]([CH2:24][CH3:25])[CH:13]=1. The yield is 0.840. (4) The reactants are [C:1]([N:8]1[CH2:13][CH2:12][CH2:11][CH:10]([CH2:14][NH:15][C:16]2[CH:17]=[N:18][CH:19]=[CH:20][CH:21]=2)[CH2:9]1)([O:3][C:4]([CH3:7])([CH3:6])[CH3:5])=[O:2].[CH:22]1([C:25](Cl)=[O:26])[CH2:24][CH2:23]1. The catalyst is C(Cl)Cl. The product is [C:1]([N:8]1[CH2:13][CH2:12][CH2:11][CH:10]([CH2:14][N:15]([C:16]2[CH:17]=[N:18][CH:19]=[CH:20][CH:21]=2)[C:25]([CH:22]2[CH2:24][CH2:23]2)=[O:26])[CH2:9]1)([O:3][C:4]([CH3:6])([CH3:7])[CH3:5])=[O:2]. The yield is 0.730. (5) The reactants are C1C2C(COC(=O)[NH:17][CH:18]([C:29](=[O:67])[NH:30][CH2:31][CH2:32][CH2:33][CH2:34][C:35](=[O:66])[NH:36][C:37]3[CH:42]=[CH:41][C:40]([N:43]4[C:46](=[O:47])[CH:45]([CH2:48][CH2:49][CH:50]([OH:57])[C:51]5[CH:56]=[CH:55][CH:54]=[CH:53][CH:52]=5)[CH:44]4[C:58]4[CH:63]=[CH:62][C:61]([O:64][CH3:65])=[CH:60][CH:59]=4)=[CH:39][CH:38]=3)[CH2:19][C:20]3[CH:25]=[CH:24][C:23]([N:26]=[N+:27]=[N-:28])=[CH:22][CH:21]=3)C3C(=CC=CC=3)C=2C=CC=1.C(NCC)C.OC(C1C=CC=CC=1)CCC1C(=O)N(C2C=CC(NC(=O)CCCCN)=CC=2)C1C1C=CC(OC)=CC=1. The catalyst is CN(C)C=O. The product is [OH:57][CH:50]([C:51]1[CH:52]=[CH:53][CH:54]=[CH:55][CH:56]=1)[CH2:49][CH2:48][CH:45]1[C:46](=[O:47])[N:43]([C:40]2[CH:39]=[CH:38][C:37]([NH:36][C:35](=[O:66])[CH2:34][CH2:33][CH2:32][CH2:31][NH:30][C:29](=[O:67])[CH:18]([NH2:17])[CH2:19][C:20]3[CH:25]=[CH:24][C:23]([N:26]=[N+:27]=[N-:28])=[CH:22][CH:21]=3)=[CH:42][CH:41]=2)[CH:44]1[C:58]1[CH:59]=[CH:60][C:61]([O:64][CH3:65])=[CH:62][CH:63]=1. The yield is 0.190. (6) The reactants are F[C:2]1[N:9]=[CH:8][CH:7]=[CH:6][C:3]=1[C:4]#[N:5].Cl.[F:11][C:12]1([F:16])[CH2:15][NH:14][CH2:13]1. No catalyst specified. The product is [F:11][C:12]1([F:16])[CH2:15][N:14]([C:2]2[N:9]=[CH:8][CH:7]=[CH:6][C:3]=2[C:4]#[N:5])[CH2:13]1. The yield is 0.840.